From a dataset of Forward reaction prediction with 1.9M reactions from USPTO patents (1976-2016). Predict the product of the given reaction. The product is: [CH3:24][CH:25]([NH:33][C:34]([C:36]1[C:44]2[C:39](=[N:40][CH:41]=[C:42]([C:6]3[C:5]4[C:9](=[CH:10][C:2]([F:1])=[CH:3][CH:4]=4)[NH:8][N:7]=3)[N:43]=2)[N:38]([CH2:46][O:47][CH2:48][CH2:49][Si:50]([CH3:52])([CH3:51])[CH3:53])[CH:37]=1)=[O:35])[CH2:26][C:27]1[CH:32]=[CH:31][CH:30]=[CH:29][N:28]=1. Given the reactants [F:1][C:2]1[CH:10]=[C:9]2[C:5]([C:6]([Sn](CCCC)(CCCC)CCCC)=[N:7][NH:8]2)=[CH:4][CH:3]=1.[CH3:24][CH:25]([NH:33][C:34]([C:36]1[C:44]2[C:39](=[N:40][CH:41]=[C:42](Br)[N:43]=2)[N:38]([CH2:46][O:47][CH2:48][CH2:49][Si:50]([CH3:53])([CH3:52])[CH3:51])[CH:37]=1)=[O:35])[CH2:26][C:27]1[CH:32]=[CH:31][CH:30]=[CH:29][N:28]=1.CN(C=O)C, predict the reaction product.